From a dataset of Forward reaction prediction with 1.9M reactions from USPTO patents (1976-2016). Predict the product of the given reaction. (1) Given the reactants [C:1]([NH:5][S:6]([C:9]1(CC=C)[CH2:11][CH2:10]1)(=[O:8])=[O:7])([CH3:4])([CH3:3])[CH3:2].C(N(CC)CC)C.C([O:26][C:27](OC(OC(C)(C)C)=O)=[O:28])(C)(C)C.[Cl:37]CCl, predict the reaction product. The product is: [C:1]([NH:5][C:27](=[O:26])[OH:28])([CH3:4])([CH3:3])[CH3:2].[Cl:37][CH2:11][CH2:10][CH2:9][S:6]([NH2:5])(=[O:8])=[O:7]. (2) The product is: [C:11]([O:10][C:9](=[O:15])[N:8]([C:6]1[CH:5]=[CH:4][N:3]=[C:2]([C:35]2[CH:36]=[N:37][NH:38][CH:39]=2)[N:7]=1)[C:16]1[N:21]=[CH:20][C:19]2[N:22]=[C:23]([CH3:28])[N:24]([CH:25]([CH3:27])[CH3:26])[C:18]=2[CH:17]=1)([CH3:14])([CH3:13])[CH3:12]. Given the reactants Cl[C:2]1[N:7]=[C:6]([N:8]([C:16]2[N:21]=[CH:20][C:19]3[N:22]=[C:23]([CH3:28])[N:24]([CH:25]([CH3:27])[CH3:26])[C:18]=3[CH:17]=2)[C:9](=[O:15])[O:10][C:11]([CH3:14])([CH3:13])[CH3:12])[CH:5]=[CH:4][N:3]=1.CC1(C)OB([C:35]2[CH:36]=[N:37][NH:38][CH:39]=2)OC1(C)C.C(=O)([O-])[O-].[Na+].[Na+].O1CCOCC1, predict the reaction product. (3) Given the reactants [NH:1]1[CH:9]=[C:7]([CH3:8])[C:5](=[O:6])[NH:4][C:2]1=[O:3].[F:10][C:11]1[CH:12]=[C:13]([CH:16]=[CH:17][C:18]=1[F:19])[CH2:14]Br, predict the reaction product. The product is: [CH3:8][C:7]1[C:5](=[O:6])[NH:4][C:2](=[O:3])[N:1]([CH2:14][C:13]2[CH:16]=[CH:17][C:18]([F:19])=[C:11]([F:10])[CH:12]=2)[CH:9]=1. (4) Given the reactants [C:1]([O:5][CH2:6][C:7]1[CH:12]=[CH:11][CH:10]=[CH:9][CH:8]=1)(=[O:4])[NH:2][NH2:3].C(O)(=O)C.[CH3:17][C:18]([CH:21]=O)([CH3:20])[CH3:19], predict the reaction product. The product is: [CH2:6]([O:5][C:1]([NH:2]/[N:3]=[CH:17]/[C:18]([CH3:21])([CH3:20])[CH3:19])=[O:4])[C:7]1[CH:12]=[CH:11][CH:10]=[CH:9][CH:8]=1.